From a dataset of NCI-60 drug combinations with 297,098 pairs across 59 cell lines. Regression. Given two drug SMILES strings and cell line genomic features, predict the synergy score measuring deviation from expected non-interaction effect. (1) Drug 1: CC(CN1CC(=O)NC(=O)C1)N2CC(=O)NC(=O)C2. Drug 2: CCC1(C2=C(COC1=O)C(=O)N3CC4=CC5=C(C=CC(=C5CN(C)C)O)N=C4C3=C2)O.Cl. Cell line: DU-145. Synergy scores: CSS=36.0, Synergy_ZIP=-2.41, Synergy_Bliss=0.513, Synergy_Loewe=-18.6, Synergy_HSA=2.27. (2) Drug 1: C1=NC(=NC(=O)N1C2C(C(C(O2)CO)O)O)N. Drug 2: CC(C)(C#N)C1=CC(=CC(=C1)CN2C=NC=N2)C(C)(C)C#N. Cell line: EKVX. Synergy scores: CSS=2.68, Synergy_ZIP=-2.33, Synergy_Bliss=-1.96, Synergy_Loewe=-1.94, Synergy_HSA=-1.62. (3) Drug 1: C1=CC(=CC=C1CCC2=CNC3=C2C(=O)NC(=N3)N)C(=O)NC(CCC(=O)O)C(=O)O. Drug 2: CC1=C(N=C(N=C1N)C(CC(=O)N)NCC(C(=O)N)N)C(=O)NC(C(C2=CN=CN2)OC3C(C(C(C(O3)CO)O)O)OC4C(C(C(C(O4)CO)O)OC(=O)N)O)C(=O)NC(C)C(C(C)C(=O)NC(C(C)O)C(=O)NCCC5=NC(=CS5)C6=NC(=CS6)C(=O)NCCC[S+](C)C)O. Cell line: MDA-MB-435. Synergy scores: CSS=-0.243, Synergy_ZIP=1.13, Synergy_Bliss=0.789, Synergy_Loewe=-2.98, Synergy_HSA=-2.69. (4) Drug 1: CCN(CC)CCCC(C)NC1=C2C=C(C=CC2=NC3=C1C=CC(=C3)Cl)OC. Drug 2: C1CN(CCN1C(=O)CCBr)C(=O)CCBr. Cell line: OVCAR3. Synergy scores: CSS=17.1, Synergy_ZIP=-3.71, Synergy_Bliss=0.603, Synergy_Loewe=-13.6, Synergy_HSA=-6.31. (5) Drug 1: C1CCN(CC1)CCOC2=CC=C(C=C2)C(=O)C3=C(SC4=C3C=CC(=C4)O)C5=CC=C(C=C5)O. Drug 2: C1=CC=C(C(=C1)C(C2=CC=C(C=C2)Cl)C(Cl)Cl)Cl. Cell line: K-562. Synergy scores: CSS=0.805, Synergy_ZIP=-5.04, Synergy_Bliss=-9.97, Synergy_Loewe=-7.90, Synergy_HSA=-8.50.